Task: Binary Classification. Given a drug SMILES string, predict its activity (active/inactive) in a high-throughput screening assay against a specified biological target.. Dataset: Cav3 T-type calcium channel HTS with 100,875 compounds (1) The molecule is O=C(NC1(CCN(CC1)c1nc(cc(n1)C)C)c1ccccc1)C. The result is 0 (inactive). (2) The drug is N(CC)(CC)c1ccc(cc1)/C=N\C(=C(\N)C#N)C#N. The result is 0 (inactive). (3) The drug is Cl\C(Cl)=C/COc1ccc(NC(=O)C)cc1. The result is 0 (inactive). (4) The drug is n12[nH]c(cc2=c2c(=NC1c1ccccc1)cccc2)C. The result is 0 (inactive). (5) The result is 0 (inactive). The drug is Clc1ccc(CSCC(O)COCC)cc1. (6) The compound is O1C(CCC1)CNC(=O)Cc1ccccc1. The result is 0 (inactive). (7) The compound is O=C1N(CC(C1)c1ccccc1)CC(=O)NCCCC(OC)=O. The result is 0 (inactive). (8) The drug is O=c1[nH]c(=O)n(c2nc([nH]c12)CN(Cc1ccccc1)C)C. The result is 0 (inactive). (9) The molecule is O=c1[nH]c2c(cc1CNC(C)(C)C)ccc(c2)C. The result is 0 (inactive). (10) The molecule is O(c1c(cc([N+]([O-])=O)cc1)/C=N\NC(=O)C)CCOc1ccccc1. The result is 0 (inactive).